This data is from Catalyst prediction with 721,799 reactions and 888 catalyst types from USPTO. The task is: Predict which catalyst facilitates the given reaction. (1) Reactant: [C:1]([C:4]1[CH:15]=[C:8]([C:9]([O:11][CH2:12][CH2:13][CH3:14])=[O:10])[C:7]([OH:16])=[CH:6][CH:5]=1)(=[O:3])[CH3:2].Cl[C:18]1[C:27]2[C:22](=[CH:23][C:24]([O:30][CH3:31])=[C:25]([O:28][CH3:29])[CH:26]=2)[N:21]=[CH:20][CH:19]=1. Product: [CH3:29][O:28][C:25]1[CH:26]=[C:27]2[C:22](=[CH:23][C:24]=1[O:30][CH3:31])[N:21]=[CH:20][CH:19]=[C:18]2[O:16][C:7]1[CH:6]=[CH:5][C:4]([C:1](=[O:3])[CH3:2])=[CH:15][C:8]=1[C:9]([O:11][CH2:12][CH2:13][CH3:14])=[O:10]. The catalyst class is: 420. (2) Reactant: [Br:1][C:2]1[CH:8]=[CH:7][C:5]([NH2:6])=[C:4]([F:9])[C:3]=1[F:10].[C:11]([N:19]=[C:20]=[S:21])(=[O:18])[C:12]1[CH:17]=[CH:16][CH:15]=[CH:14][CH:13]=1. Product: [Br:1][C:2]1[CH:8]=[CH:7][C:5]([NH:6][C:20]([NH:19][C:11](=[O:18])[C:12]2[CH:13]=[CH:14][CH:15]=[CH:16][CH:17]=2)=[S:21])=[C:4]([F:9])[C:3]=1[F:10]. The catalyst class is: 21. (3) The catalyst class is: 7. Product: [Cl:10][C:11]1[CH:16]=[C:15]([O:8][CH:6]([CH3:7])[CH2:5][CH:4]([CH3:9])[CH3:3])[N:14]=[CH:13][N:12]=1. Reactant: [H-].[Na+].[CH3:3][CH:4]([CH3:9])[CH2:5][CH:6]([OH:8])[CH3:7].[Cl:10][C:11]1[CH:16]=[C:15](Cl)[N:14]=[CH:13][N:12]=1.[Cl-].[NH4+]. (4) Reactant: Cl[C:2]1[CH:7]=[C:6]([CH3:8])[N:5]=[C:4]([N:9]2[C:13]([CH3:14])=[N:12][C:11]([CH3:15])=[N:10]2)[CH:3]=1.[CH2:16]([Sn](CCCC)(CCCC)C=C)[CH2:17]CC. Product: [CH3:15][C:11]1[N:12]=[C:13]([CH3:14])[N:9]([C:4]2[CH:3]=[C:2]([CH:16]=[CH2:17])[CH:7]=[C:6]([CH3:8])[N:5]=2)[N:10]=1. The catalyst class is: 741. (5) Reactant: [C:1]12([CH2:11][O:12][C:13]3[C:22](I)=[CH:21][C:16]([C:17]([O:19][CH3:20])=[O:18])=[C:15]([F:24])[CH:14]=3)[CH2:10][CH:5]3[CH2:6][CH:7]([CH2:9][CH:3]([CH2:4]3)[CH2:2]1)[CH2:8]2.[Cl-].[Li+].C([Mg]Cl)(C)C.[CH:32](=[O:34])[CH3:33]. Product: [C:1]12([CH2:11][O:12][C:13]3[C:22]([CH:32]([OH:34])[CH3:33])=[CH:21][C:16]([C:17]([O:19][CH3:20])=[O:18])=[C:15]([F:24])[CH:14]=3)[CH2:10][CH:5]3[CH2:6][CH:7]([CH2:9][CH:3]([CH2:4]3)[CH2:2]1)[CH2:8]2. The catalyst class is: 7. (6) Reactant: [CH3:1][C:2]1[N:7]=[C:6]2[S:8][CH:9]=[C:10]([C:11]3[CH:16]=[CH:15][CH:14]=[CH:13][CH:12]=3)[C:5]2=[C:4]([C:17]2[CH:22]=[CH:21][C:20]([CH3:23])=[CH:19][CH:18]=2)[C:3]=1[CH:24]([CH2:29][CH2:30][CH3:31])[C:25]([O:27]C)=[O:26].[OH-].[Na+]. Product: [CH3:1][C:2]1[N:7]=[C:6]2[S:8][CH:9]=[C:10]([C:11]3[CH:12]=[CH:13][CH:14]=[CH:15][CH:16]=3)[C:5]2=[C:4]([C:17]2[CH:22]=[CH:21][C:20]([CH3:23])=[CH:19][CH:18]=2)[C:3]=1[CH:24]([CH2:29][CH2:30][CH3:31])[C:25]([OH:27])=[O:26]. The catalyst class is: 5. (7) Reactant: [Na].[Cl:2][C:3]1[CH:8]=[CH:7][CH:6]=[CH:5][C:4]=1[N:9]1[C:13](=[O:14])/[C:12](=[C:15](/[NH:17][CH2:18][C:19]2[CH:24]=[CH:23][CH:22]=[CH:21][N:20]=2)\[CH3:16])/[C:11]([CH2:25][C:26]([O:28]C)=O)=[N:10]1.Cl. Product: [Cl:2][C:3]1[CH:8]=[CH:7][CH:6]=[CH:5][C:4]=1[N:9]1[C:13](=[O:14])[C:12]2=[C:15]([CH3:16])[N:17]([CH2:18][C:19]3[CH:24]=[CH:23][CH:22]=[CH:21][N:20]=3)[C:26](=[O:28])[CH:25]=[C:11]2[NH:10]1. The catalyst class is: 41. (8) Reactant: [C:1]([O:5][C:6]([N:8]1[CH2:12][CH:11]([O:13][CH2:14][C:15]2[CH:20]=[CH:19][C:18]([F:21])=[CH:17][CH:16]=2)[CH:10]2[N:22]([C:25](=[O:42])[CH:26]([NH:31]C(OCC3C=CC=CC=3)=O)[C:27]([CH3:30])([CH3:29])[CH3:28])[CH2:23][CH2:24][CH:9]12)=[O:7])([CH3:4])([CH3:3])[CH3:2]. Product: [C:1]([O:5][C:6]([N:8]1[CH2:12][CH:11]([O:13][CH2:14][C:15]2[CH:20]=[CH:19][C:18]([F:21])=[CH:17][CH:16]=2)[CH:10]2[N:22]([C:25](=[O:42])[CH:26]([NH2:31])[C:27]([CH3:30])([CH3:29])[CH3:28])[CH2:23][CH2:24][CH:9]12)=[O:7])([CH3:4])([CH3:2])[CH3:3]. The catalyst class is: 5. (9) Reactant: [CH:1]([N:4]1[CH2:9][CH2:8][N:7]([C:10]2[CH:15]=[CH:14][C:13]([N+:16]([O-])=O)=[CH:12][N:11]=2)[CH2:6][CH2:5]1)([CH3:3])[CH3:2].O.O.[Sn](Cl)Cl.Cl. Product: [CH:1]([N:4]1[CH2:5][CH2:6][N:7]([C:10]2[N:11]=[CH:12][C:13]([NH2:16])=[CH:14][CH:15]=2)[CH2:8][CH2:9]1)([CH3:3])[CH3:2]. The catalyst class is: 5.